Dataset: Forward reaction prediction with 1.9M reactions from USPTO patents (1976-2016). Task: Predict the product of the given reaction. The product is: [F:1][C:2]1[CH:3]=[C:4]([NH:45][S:46]([NH2:49])(=[O:47])=[O:48])[CH:5]=[C:6]([C:8]2[C:16]3[C:15]([NH:17][C@H:18]([C:20]4[N:25]([C:26]5[CH:27]=[CH:28][CH:29]=[CH:30][CH:31]=5)[C:24](=[O:32])[C:23]5=[C:33]([CH3:36])[CH:34]=[CH:35][N:22]5[N:21]=4)[CH3:19])=[N:14][CH:13]=[N:12][C:11]=3[NH:10][CH:9]=2)[CH:7]=1. Given the reactants [F:1][C:2]1[CH:3]=[C:4]([NH:45][S:46]([NH2:49])(=[O:48])=[O:47])[CH:5]=[C:6]([C:8]2[C:16]3[C:15]([NH:17][C@H:18]([C:20]4[N:25]([C:26]5[CH:31]=[CH:30][CH:29]=[CH:28][CH:27]=5)[C:24](=[O:32])[C:23]5=[C:33]([CH3:36])[CH:34]=[CH:35][N:22]5[N:21]=4)[CH3:19])=[N:14][CH:13]=[N:12][C:11]=3[N:10](COCC[Si](C)(C)C)[CH:9]=2)[CH:7]=1.FC(F)(F)C(O)=O.N, predict the reaction product.